From a dataset of Full USPTO retrosynthesis dataset with 1.9M reactions from patents (1976-2016). Predict the reactants needed to synthesize the given product. (1) Given the product [CH:30]([N:33]1[CH2:38][CH2:37][CH:36]([NH:39][C:26]([C:14]2[CH:15]=[C:16]([CH2:17][O:18][CH2:19][CH2:20][O:21][CH2:22][CH2:23][O:24][CH3:25])[N:12]([CH2:11][C:9](=[O:10])[NH:8][C:5]3[CH:4]=[CH:3][C:2]([Cl:1])=[CH:7][N:6]=3)[N:13]=2)=[O:28])[CH2:35][CH2:34]1)([CH3:32])[CH3:31], predict the reactants needed to synthesize it. The reactants are: [Cl:1][C:2]1[CH:3]=[CH:4][C:5]([NH:8][C:9]([CH2:11][N:12]2[C:16]([CH2:17][O:18][CH2:19][CH2:20][O:21][CH2:22][CH2:23][O:24][CH3:25])=[CH:15][C:14]([C:26]([OH:28])=O)=[N:13]2)=[O:10])=[N:6][CH:7]=1.Cl.[CH:30]([N:33]1[CH2:38][CH2:37][CH:36]([NH2:39])[CH2:35][CH2:34]1)([CH3:32])[CH3:31].C1N(P(Cl)(N2C(=O)OCC2)=O)C(=O)OC1. (2) Given the product [NH:2]([C:5]1[CH:12]=[CH:11][C:8]([C:9]#[N:10])=[CH:7][C:6]=1[CH3:13])[NH2:3], predict the reactants needed to synthesize it. The reactants are: O.[NH2:2][NH2:3].F[C:5]1[CH:12]=[CH:11][C:8]([C:9]#[N:10])=[CH:7][C:6]=1[CH3:13]. (3) The reactants are: [CH3:1][C:2]1[CH:7]=[CH:6][C:5]([C:8](=[O:20])[NH:9][C:10]2[CH:15]=[CH:14][CH:13]=[C:12]([C:16]([F:19])([F:18])[F:17])[CH:11]=2)=[CH:4][C:3]=1[NH:21][C:22]([C:24]1[C:28]2[N:29]=[CH:30][N:31]=[C:32](S(C)=O)[C:27]=2[S:26][CH:25]=1)=[O:23].CCN(C(C)C)C(C)C.[CH3:45][O:46][C:47]1[CH:52]=[CH:51][C:50]([NH2:53])=[CH:49][CH:48]=1. Given the product [CH3:45][O:46][C:47]1[CH:52]=[CH:51][C:50]([NH:53][C:32]2[C:27]3[S:26][CH:25]=[C:24]([C:22]([NH:21][C:3]4[CH:4]=[C:5]([C:8](=[O:20])[NH:9][C:10]5[CH:15]=[CH:14][CH:13]=[C:12]([C:16]([F:18])([F:19])[F:17])[CH:11]=5)[CH:6]=[CH:7][C:2]=4[CH3:1])=[O:23])[C:28]=3[N:29]=[CH:30][N:31]=2)=[CH:49][CH:48]=1, predict the reactants needed to synthesize it. (4) Given the product [N:1]1[N:2]=[CH:3][N:4]([CH2:6][CH2:7][O:8][C:9]2[CH:14]=[CH:13][C:12]([NH:15][C:29](=[O:30])[C:28]#[C:27][C:18]3[CH:19]=[CH:20][C:21]([C:23]([F:25])([F:24])[F:26])=[CH:22][C:17]=3[Cl:16])=[CH:11][CH:10]=2)[CH:5]=1, predict the reactants needed to synthesize it. The reactants are: [N:1]1[N:2]=[CH:3][N:4]([CH2:6][CH2:7][O:8][C:9]2[CH:14]=[CH:13][C:12]([NH2:15])=[CH:11][CH:10]=2)[CH:5]=1.[Cl:16][C:17]1[CH:22]=[C:21]([C:23]([F:26])([F:25])[F:24])[CH:20]=[CH:19][C:18]=1[C:27]#[C:28][C:29](O)=[O:30]. (5) Given the product [CH:15]1([N:14]2[C:12]([CH2:11][CH2:10][CH2:9][CH2:8][Cl:7])=[N:27][N:26]=[N:25]2)[CH2:20][CH2:19][CH2:18][CH2:17][CH2:16]1, predict the reactants needed to synthesize it. The reactants are: P(Cl)(Cl)(Cl)(Cl)Cl.[Cl:7][CH2:8][CH2:9][CH2:10][CH2:11][C:12]([NH:14][CH:15]1[CH2:20][CH2:19][CH2:18][CH2:17][CH2:16]1)=O.C[Si]([N:25]=[N+:26]=[N-:27])(C)C.O. (6) Given the product [OH:8][CH:6]1[CH2:7][C:4]2([CH2:9][C:2]3([O:12][CH2:11][CH2:10][O:1]3)[CH2:3]2)[CH2:5]1, predict the reactants needed to synthesize it. The reactants are: [OH:1][CH:2]1[CH2:9][C:4]2([CH2:7][C:6](=[O:8])[CH2:5]2)[CH2:3]1.[CH2:10](O)[CH2:11][OH:12].CC1C=CC(S(O)(=O)=O)=CC=1.